Predict the product of the given reaction. From a dataset of Forward reaction prediction with 1.9M reactions from USPTO patents (1976-2016). (1) The product is: [CH3:13][C:14]1[N:15]=[C:16]([NH:31][C:6]([N:3]2[CH:2]=[CH:1][N:5]=[CH:4]2)=[O:7])[S:17][C:18]=1[C:19]1[N:20]=[C:21]([C:24]2([C:27]([F:30])([F:29])[F:28])[CH2:25][CH2:26]2)[S:22][CH:23]=1. Given the reactants [CH:1]1[N:5]=[CH:4][N:3]([C:6](N2C=NC=C2)=[O:7])[CH:2]=1.[CH3:13][C:14]1[N:15]=[C:16]([NH2:31])[S:17][C:18]=1[C:19]1[N:20]=[C:21]([C:24]2([C:27]([F:30])([F:29])[F:28])[CH2:26][CH2:25]2)[S:22][CH:23]=1, predict the reaction product. (2) Given the reactants [F:1][C:2]1[C:7]([F:8])=[CH:6][CH:5]=[CH:4][C:3]=1[C:9]1[N:17]=[C:12]2[CH:13]=[N:14][NH:15][CH:16]=[C:11]2[N:10]=1.Cl[CH2:19][C:20]1[O:24][N:23]=[C:22]([C:25]2[C:30]([CH3:31])=[CH:29][CH:28]=[CH:27][C:26]=2[CH3:32])[CH:21]=1, predict the reaction product. The product is: [F:1][C:2]1[C:7]([F:8])=[CH:6][CH:5]=[CH:4][C:3]=1[C:9]1[N:17]=[C:12]2[CH:13]=[N:14][N:15]([CH2:19][C:20]3[O:24][N:23]=[C:22]([C:25]4[C:30]([CH3:31])=[CH:29][CH:28]=[CH:27][C:26]=4[CH3:32])[CH:21]=3)[CH:16]=[C:11]2[N:10]=1. (3) Given the reactants [N+:1]([C:4]1[CH:9]=[CH:8][C:7]([N:10]2[CH2:15][CH2:14][C:13](=[O:16])[CH2:12][CH2:11]2)=[CH:6][CH:5]=1)([O-])=O, predict the reaction product. The product is: [NH2:1][C:4]1[CH:9]=[CH:8][C:7]([N:10]2[CH2:11][CH2:12][C:13](=[O:16])[CH2:14][CH2:15]2)=[CH:6][CH:5]=1. (4) Given the reactants FC(F)(F)C(O)=O.[F:8][C:9]1[C:14]([F:15])=[CH:13][CH:12]=[CH:11][C:10]=1[C@H:16]1[CH2:22][N:21]([CH2:23][CH2:24][O:25][CH3:26])[C:20](=[O:27])[C@H:19]([NH:28]C(=O)OC(C)(C)C)[CH2:18][CH2:17]1, predict the reaction product. The product is: [NH2:28][C@@H:19]1[CH2:18][CH2:17][C@@H:16]([C:10]2[CH:11]=[CH:12][CH:13]=[C:14]([F:15])[C:9]=2[F:8])[CH2:22][N:21]([CH2:23][CH2:24][O:25][CH3:26])[C:20]1=[O:27]. (5) The product is: [C:39]([O-:41])(=[O:40])[CH3:38].[NH4+:10].[F:20][C:21]1[CH:22]=[CH:23][C:24]([C:27]2[S:31][C:30]3[CH:32]=[CH:33][C:34]([C:36]4[CH:44]=[CH:43][CH:42]=[C:38]([C:39](=[O:40])[NH:10][C:7]([C:1]5[CH:6]=[CH:5][CH:4]=[CH:3][CH:2]=5)([CH3:9])[CH3:8])[CH:37]=4)=[CH:35][C:29]=3[C:28]=2[C:45]([NH:46][CH3:47])=[O:48])=[CH:25][CH:26]=1. Given the reactants [C:1]1([C:7]([NH2:10])([CH3:9])[CH3:8])[CH:6]=[CH:5][CH:4]=[CH:3][CH:2]=1.C(N(C(C)C)CC)(C)C.[F:20][C:21]1[CH:26]=[CH:25][C:24]([C:27]2[S:31][C:30]3[CH:32]=[CH:33][C:34]([C:36]4[CH:37]=[C:38]([CH:42]=[CH:43][CH:44]=4)[C:39]([OH:41])=[O:40])=[CH:35][C:29]=3[C:28]=2[C:45](=[O:48])[NH:46][CH3:47])=[CH:23][CH:22]=1.CN(C(ON1N=NC2C=CC=NC1=2)=[N+](C)C)C.F[P-](F)(F)(F)(F)F, predict the reaction product. (6) Given the reactants [CH2:1]([OH:5])[CH2:2][C:3]#[CH:4].N1C=CN=C1.[CH3:11][C:12]([Si:15](Cl)([CH3:17])[CH3:16])([CH3:14])[CH3:13], predict the reaction product. The product is: [CH2:1]([O:5][Si:15]([C:12]([CH3:14])([CH3:13])[CH3:11])([CH3:17])[CH3:16])[CH2:2][C:3]#[CH:4].